This data is from NCI-60 drug combinations with 297,098 pairs across 59 cell lines. The task is: Regression. Given two drug SMILES strings and cell line genomic features, predict the synergy score measuring deviation from expected non-interaction effect. Drug 1: C1CC(=O)NC(=O)C1N2CC3=C(C2=O)C=CC=C3N. Drug 2: CN(CCCl)CCCl.Cl. Cell line: OVCAR-5. Synergy scores: CSS=6.04, Synergy_ZIP=-2.21, Synergy_Bliss=0.118, Synergy_Loewe=-0.631, Synergy_HSA=-0.604.